The task is: Regression/Classification. Given a drug SMILES string, predict its absorption, distribution, metabolism, or excretion properties. Task type varies by dataset: regression for continuous measurements (e.g., permeability, clearance, half-life) or binary classification for categorical outcomes (e.g., BBB penetration, CYP inhibition). Dataset: cyp3a4_veith.. This data is from CYP3A4 inhibition data for predicting drug metabolism from PubChem BioAssay. (1) The drug is CC1=N[C@@](C)(COC(=O)[C@]2(C)N[C@](C)(CO)CO2)COC1=O. The result is 0 (non-inhibitor). (2) The molecule is C[N+]1(C)[C@@H]2CC(OC(=O)[C@@H](CO)c3ccccc3)C[C@@H]1[C@H]1O[C@H]12. The result is 0 (non-inhibitor).